This data is from Full USPTO retrosynthesis dataset with 1.9M reactions from patents (1976-2016). The task is: Predict the reactants needed to synthesize the given product. (1) Given the product [Br:1][C:2]1[C:7]([CH3:8])=[N:6][C:5]([O:9][CH3:15])=[C:4]([CH2:10][CH3:11])[CH:3]=1, predict the reactants needed to synthesize it. The reactants are: [Br:1][C:2]1[CH:3]=[C:4]([CH2:10][CH3:11])[C:5](=[O:9])[NH:6][C:7]=1[CH3:8].IC.Cl[CH2:15]Cl. (2) Given the product [F:26][CH:13]([P:6](=[O:5])([OH:12])[OH:7])[C:14]1[CH:19]=[CH:18][C:17]([C:20]2[CH:25]=[CH:24][CH:23]=[CH:22][N:21]=2)=[CH:16][CH:15]=1, predict the reactants needed to synthesize it. The reactants are: C([O:5][P:6]([CH:13]([F:26])[C:14]1[CH:19]=[CH:18][C:17]([C:20]2[CH:25]=[CH:24][CH:23]=[CH:22][N:21]=2)=[CH:16][CH:15]=1)(=[O:12])[O:7]C(C)(C)C)(C)(C)C. (3) Given the product [C:15]([O:19][C:20]([NH:22][C@@:23]1([C:37]([O:39][C:40]([CH3:43])([CH3:42])[CH3:41])=[O:38])[CH2:28][C@H:27]([OH:29])[C@@H:26]2[C@H:24]1[C@H:25]2[C:30]([O:32][C:33]([CH3:35])([CH3:34])[CH3:36])=[O:31])=[O:21])([CH3:18])([CH3:16])[CH3:17], predict the reactants needed to synthesize it. The reactants are: C([BH-](C(CC)C)C(CC)C)(CC)C.[Li+].[C:15]([O:19][C:20]([NH:22][C@@:23]1([C:37]([O:39][C:40]([CH3:43])([CH3:42])[CH3:41])=[O:38])[CH2:28][C:27](=[O:29])[C@@H:26]2[C@H:24]1[C@H:25]2[C:30]([O:32][C:33]([CH3:36])([CH3:35])[CH3:34])=[O:31])=[O:21])([CH3:18])([CH3:17])[CH3:16].C([O-])([O-])=O.[Na+].[Na+].OO.